Binary Classification. Given a drug SMILES string, predict its activity (active/inactive) in a high-throughput screening assay against a specified biological target. From a dataset of HIV replication inhibition screening data with 41,000+ compounds from the AIDS Antiviral Screen. (1) The drug is Cc1cc2ccccc2n1CC(=O)NCC(C)C. The result is 0 (inactive). (2) The drug is c1ccc2sc(SCN3CCCCC3)nc2c1. The result is 0 (inactive). (3) The drug is Cc1ccc2c(c1)CC(=Cc1ccccc1C(=O)O)C2=O. The result is 0 (inactive). (4) The drug is O=C(c1ccc(Cl)cc1)N(C(=O)N1CCC(c2ccccc2)CC1)c1ccccc1. The result is 0 (inactive). (5) The drug is CS1(C)=Nc2c([N+](=O)[O-])cc([N+](=O)[O-])cc2S(=O)(=O)N=1. The result is 0 (inactive). (6) The drug is COc1ccc2c(c1)CCN1CCc3ccccc3CC21. The result is 0 (inactive). (7) The molecule is CCC(=O)C(C(C)C=CCCSc1ccccc1)C(O)CCCCCC(=O)OC. The result is 0 (inactive).